From a dataset of Reaction yield outcomes from USPTO patents with 853,638 reactions. Predict the reaction yield, written as a fraction of the theoretical maximum amount of product (1.0 means a 100% yield; for example, 0.34 means a 34% yield). The reactants are [Br:1][C:2]1[CH:7]=[CH:6][N:5]=[C:4]([NH2:8])[CH:3]=1.Br[CH2:10][C:11]([C:13]1[CH:14]=[C:15]([CH3:19])[CH:16]=[CH:17][CH:18]=1)=O. The product is [Br:1][C:2]1[CH:7]=[CH:6][N:5]2[CH:10]=[C:11]([C:13]3[CH:14]=[C:15]([CH3:19])[CH:16]=[CH:17][CH:18]=3)[N:8]=[C:4]2[CH:3]=1. The yield is 0.550. No catalyst specified.